This data is from Full USPTO retrosynthesis dataset with 1.9M reactions from patents (1976-2016). The task is: Predict the reactants needed to synthesize the given product. (1) The reactants are: [CH3:1][S:2][CH2:3][C:4](=[O:13])[CH2:5][C:6]([O:8][C:9]([CH3:12])([CH3:11])[CH3:10])=[O:7].C(=O)([O-])[O-].[K+].[K+].I[CH2:21][CH2:22][CH2:23][CH2:24][C:25]([O:27][CH2:28][CH3:29])=[O:26]. Given the product [CH3:1][S:2][CH2:3][C:4]([CH:5]([CH2:21][CH2:22][CH2:23][CH2:24][C:25]([O:27][CH2:28][CH3:29])=[O:26])[C:6]([O:8][C:9]([CH3:10])([CH3:12])[CH3:11])=[O:7])=[O:13], predict the reactants needed to synthesize it. (2) The reactants are: [H-].[Na+].[CH2:3]([N:10]1[CH2:15][CH2:14][O:13][C@H:12]([OH:16])[C@H:11]1[C:17]1[CH:22]=[CH:21][CH:20]=[CH:19][CH:18]=1)[C:4]1[CH:9]=[CH:8][CH:7]=[CH:6][CH:5]=1.[F:23][C:24]([F:38])([F:37])[C:25]1[CH:26]=[C:27]([CH:30]=[C:31]([C:33]([F:36])([F:35])[F:34])[CH:32]=1)[CH2:28]Br.C([O-])(O)=O.[Na+]. Given the product [CH2:3]([N:10]1[CH2:15][CH2:14][O:13][C@H:12]([O:16][CH2:28][C:27]2[CH:30]=[C:31]([C:33]([F:35])([F:36])[F:34])[CH:32]=[C:25]([C:24]([F:23])([F:37])[F:38])[CH:26]=2)[C@H:11]1[C:17]1[CH:22]=[CH:21][CH:20]=[CH:19][CH:18]=1)[C:4]1[CH:5]=[CH:6][CH:7]=[CH:8][CH:9]=1, predict the reactants needed to synthesize it. (3) Given the product [CH2:16]([O:8][C:4]1[CH:5]=[CH:6][CH:7]=[C:2]([Br:1])[C:3]=1[F:9])[C:17]1[CH:22]=[CH:21][CH:20]=[CH:19][CH:18]=1, predict the reactants needed to synthesize it. The reactants are: [Br:1][C:2]1[C:3]([F:9])=[C:4]([OH:8])[CH:5]=[CH:6][CH:7]=1.C(=O)([O-])[O-].[Na+].[Na+].[CH2:16](Br)[C:17]1[CH:22]=[CH:21][CH:20]=[CH:19][CH:18]=1.O. (4) Given the product [CH2:13]([O:12][C:10]([C:2]1[NH:1][C:9]2[C:4]([C:3]=1[CH:23]=[O:24])=[CH:5][CH:6]=[CH:7][CH:8]=2)=[O:11])[CH3:14], predict the reactants needed to synthesize it. The reactants are: [NH:1]1[C:9]2[C:4](=[CH:5][CH:6]=[CH:7][CH:8]=2)[CH:3]=[C:2]1[C:10]([O:12][CH2:13][CH3:14])=[O:11].O=P(Cl)(Cl)Cl.CN([CH:23]=[O:24])C. (5) Given the product [CH2:20]([O:22][CH:23]([CH2:29][C:30]1[CH:31]=[CH:32][C:33]([O:36][CH2:37][CH2:38][N:6]2[C:7](=[O:17])[CH:8]=[C:9]([C:11]3[CH:16]=[CH:15][CH:14]=[CH:13][CH:12]=3)[N:10]=[C:5]2[CH2:3][CH3:4])=[CH:34][CH:35]=1)[C:24]([O:26][CH2:27][CH3:28])=[O:25])[CH3:21], predict the reactants needed to synthesize it. The reactants are: [H-].[Na+].[CH2:3]([C:5]1[NH:6][C:7](=[O:17])[CH:8]=[C:9]([C:11]2[CH:16]=[CH:15][CH:14]=[CH:13][CH:12]=2)[N:10]=1)[CH3:4].[Li+].[Br-].[CH2:20]([O:22][CH:23]([CH2:29][C:30]1[CH:35]=[CH:34][C:33]([O:36][CH2:37][CH2:38]Br)=[CH:32][CH:31]=1)[C:24]([O:26][CH2:27][CH3:28])=[O:25])[CH3:21].